This data is from Forward reaction prediction with 1.9M reactions from USPTO patents (1976-2016). The task is: Predict the product of the given reaction. (1) Given the reactants Br[C:2]1[CH:7]=[N:6][C:5]([O:8][CH3:9])=[C:4]2[N:10]([C:18]3[CH:19]=[C:20]([C:23]([O:25][CH3:26])=[O:24])[S:21][CH:22]=3)[N:11]=[C:12]([CH:13]3[CH2:17][CH2:16][CH2:15][CH2:14]3)[C:3]=12.C(OCC)(=O)C.O.C[C:35]([N:37](C)C)=O, predict the reaction product. The product is: [C:35]([C:2]1[CH:7]=[N:6][C:5]([O:8][CH3:9])=[C:4]2[N:10]([C:18]3[CH:19]=[C:20]([C:23]([O:25][CH3:26])=[O:24])[S:21][CH:22]=3)[N:11]=[C:12]([CH:13]3[CH2:17][CH2:16][CH2:15][CH2:14]3)[C:3]=12)#[N:37]. (2) Given the reactants [CH3:1][O:2][C:3](=[O:18])[C@@H:4]([NH:7]C(OCC1C=CC=CC=1)=O)[CH:5]=[CH2:6].S(Cl)([Cl:21])=O, predict the reaction product. The product is: [ClH:21].[CH3:1][O:2][C:3](=[O:18])[C@@H:4]([NH2:7])[CH:5]=[CH2:6].